This data is from Forward reaction prediction with 1.9M reactions from USPTO patents (1976-2016). The task is: Predict the product of the given reaction. (1) Given the reactants [CH2:1]([O:8][C:9]1[CH:10]=[CH:11][C:12]([C@@H:20]([O:66][Si:67]([C:70]([CH3:73])([CH3:72])[CH3:71])([CH3:69])[CH3:68])[CH2:21]NCCC2C=CC(NC(C3C=C(S(C4C=C5C(=C(C)C=4)N=CC(C(N)=O)=C5NC4C=CC=C(OC)C=4)(=O)=O)C=CC=3)=O)=CC=2)=[C:13]2[C:18]=1[NH:17][C:16](=[O:19])[CH:15]=[CH:14]2)[C:2]1[CH:7]=[CH:6][CH:5]=[CH:4][CH:3]=1.[NH2:74][CH2:75][CH2:76][C:77]1[CH:121]=[CH:120][C:80]([O:81][CH2:82][CH2:83][N:84]([CH3:119])[C:85]([C:87]2[CH:88]=[C:89]([S:93]([C:96]3[CH:97]=[C:98]4[C:103](=[C:104]([CH3:106])[CH:105]=3)[N:102]=[CH:101][C:100]([C:107]([NH2:109])=[O:108])=[C:99]4[NH:110][C:111]3[CH:116]=[CH:115][CH:114]=[C:113]([O:117][CH3:118])[CH:112]=3)(=[O:95])=[O:94])[CH:90]=[CH:91][CH:92]=2)=[O:86])=[CH:79][CH:78]=1, predict the reaction product. The product is: [CH2:1]([O:8][C:9]1[CH:10]=[CH:11][C:12]([C@@H:20]([O:66][Si:67]([C:70]([CH3:71])([CH3:73])[CH3:72])([CH3:69])[CH3:68])[CH2:21][NH:74][CH2:75][CH2:76][C:77]2[CH:121]=[CH:120][C:80]([O:81][CH2:82][CH2:83][N:84]([CH3:119])[C:85]([C:87]3[CH:88]=[C:89]([S:93]([C:96]4[CH:97]=[C:98]5[C:103](=[C:104]([CH3:106])[CH:105]=4)[N:102]=[CH:101][C:100]([C:107]([NH2:109])=[O:108])=[C:99]5[NH:110][C:111]4[CH:116]=[CH:115][CH:114]=[C:113]([O:117][CH3:118])[CH:112]=4)(=[O:94])=[O:95])[CH:90]=[CH:91][CH:92]=3)=[O:86])=[CH:79][CH:78]=2)=[C:13]2[C:18]=1[NH:17][C:16](=[O:19])[CH:15]=[CH:14]2)[C:2]1[CH:3]=[CH:4][CH:5]=[CH:6][CH:7]=1. (2) Given the reactants C([O:8][C:9](=[O:50])[CH2:10][CH:11]([NH:21][C:22]([CH:24]1[N:29]2[C:30](=[O:49])[CH:31]([NH:36][C:37]([C:39]3[CH:48]=[CH:47][C:46]4[C:41](=[CH:42][CH:43]=[CH:44][CH:45]=4)[CH:40]=3)=[O:38])[CH2:32][CH:33]=[CH:34][CH2:35][CH:28]2[CH2:27][CH2:26][CH2:25]1)=[O:23])[CH2:12][O:13][Si:14]([C:17]([CH3:20])([CH3:19])[CH3:18])([CH3:16])[CH3:15])C1C=CC=CC=1.O, predict the reaction product. The product is: [C:17]([Si:14]([CH3:16])([CH3:15])[O:13][CH2:12][CH:11]([NH:21][C:22]([CH:24]1[N:29]2[C:30](=[O:49])[CH:31]([NH:36][C:37]([C:39]3[CH:48]=[CH:47][C:46]4[C:41](=[CH:42][CH:43]=[CH:44][CH:45]=4)[CH:40]=3)=[O:38])[CH2:32][CH:33]=[CH:34][CH2:35][CH:28]2[CH2:27][CH2:26][CH2:25]1)=[O:23])[CH2:10][C:9]([OH:50])=[O:8])([CH3:19])([CH3:18])[CH3:20]. (3) The product is: [CH:23]([S:26]([N:29]1[C:33]2[CH:34]=[C:35]([C:11]3[N:10]=[C:9]([CH3:22])[N:8]([CH2:1][C:2]4[CH:7]=[CH:6][CH:5]=[CH:4][CH:3]=4)[C:12]=3[C:13]3[CH:18]=[CH:17][C:16]([F:19])=[CH:15][C:14]=3[F:20])[CH:36]=[CH:37][C:32]=2[N:31]=[C:30]1[NH2:41])(=[O:27])=[O:28])([CH3:25])[CH3:24]. Given the reactants [CH2:1]([N:8]1[C:12]([C:13]2[CH:18]=[CH:17][C:16]([F:19])=[CH:15][C:14]=2[F:20])=[C:11](Br)[N:10]=[C:9]1[CH3:22])[C:2]1[CH:7]=[CH:6][CH:5]=[CH:4][CH:3]=1.[CH:23]([S:26]([N:29]1[C:33]2[CH:34]=[C:35](B(O)O)[CH:36]=[CH:37][C:32]=2[N:31]=[C:30]1[NH2:41])(=[O:28])=[O:27])([CH3:25])[CH3:24].C(=O)([O-])[O-].[Na+].[Na+], predict the reaction product. (4) Given the reactants [F:1][C:2]1[CH:7]=[CH:6][C:5]([P:8]([C:34]2[CH:39]=[CH:38][C:37]([F:40])=[CH:36][CH:35]=2)[C:9]2[CH:10]=[CH:11][CH:12]=[C:13]3[C:17]=2[C@@:16]2(C4C(=CC=CC=4OS(C(F)(F)F)(=O)=O)[CH2:19][CH2:18]2)[CH2:15][CH2:14]3)=[CH:4][CH:3]=1.[CH:41]1([PH:47](=[O:54])[CH:48]2[CH2:53][CH2:52][CH2:51][CH2:50][CH2:49]2)[CH2:46][CH2:45][CH2:44][CH2:43][CH2:42]1.[C:55]1(P([C:55]2[CH:60]=[CH:59][CH:58]=[CH:57][CH:56]=2)CCCCP([C:55]2[CH:60]=[CH:59][CH:58]=[CH:57][CH:56]=2)[C:55]2[CH:60]=[CH:59][CH:58]=[CH:57][CH:56]=2)[CH:60]=[CH:59][CH:58]=[CH:57][CH:56]=1.CS(C)=O, predict the reaction product. The product is: [CH:41]1([P:47]([CH:55]2[CH2:60][CH2:59][CH2:58][CH2:57][CH2:56]2)([C:48]2[CH:53]=[CH:52][CH:51]=[C:50]3[C:49]=2[C@@:16]2([C:17]4[C:13](=[CH:12][CH:11]=[CH:10][C:9]=4[P:8]([C:34]4[CH:35]=[CH:36][C:37]([F:40])=[CH:38][CH:39]=4)[C:5]4[CH:6]=[CH:7][C:2]([F:1])=[CH:3][CH:4]=4)[CH2:14][CH2:15]2)[CH2:18][CH2:19]3)=[O:54])[CH2:42][CH2:43][CH2:44][CH2:45][CH2:46]1. (5) Given the reactants Cl[C:2]1[CH:9]=[CH:8][C:5]([C:6]#[N:7])=[CH:4][N:3]=1.CN(C1C(C2C(P(C3CCCCC3)C3CCCCC3)=CC=CC=2)=CC=CC=1)C.CC(C)([O-])C.[Na+].[C:44]([N:47]1[C:56]2[C:51](=[CH:52][C:53]([C:57]([NH:59][CH3:60])=[O:58])=[CH:54][CH:55]=2)[CH:50]([NH2:61])[CH:49]([CH3:62])[CH:48]1[CH3:63])(=[O:46])[CH3:45], predict the reaction product. The product is: [C:44]([N:47]1[C:56]2[C:51](=[CH:52][C:53]([C:57]([NH:59][CH3:60])=[O:58])=[CH:54][CH:55]=2)[CH:50]([NH:61][C:2]2[CH:9]=[CH:8][C:5]([C:6]#[N:7])=[CH:4][N:3]=2)[CH:49]([CH3:62])[CH:48]1[CH3:63])(=[O:46])[CH3:45].